This data is from Reaction yield outcomes from USPTO patents with 853,638 reactions. The task is: Predict the reaction yield, written as a fraction of the theoretical maximum amount of product (1.0 means a 100% yield; for example, 0.34 means a 34% yield). (1) The reactants are O[C@H:2]1[C:10]2[C:5](=[CH:6][CH:7]=[C:8]([O:11][C:12](=[O:17])[N:13]([CH2:15][CH3:16])[CH3:14])[CH:9]=2)[CH2:4][CH2:3]1.C(N(CC)CC)C.[CH2:25]([NH2:28])[C:26]#[CH:27]. The catalyst is ClCCl. The product is [CH2:25]([NH:28][C@@H:2]1[C:10]2[C:5](=[CH:6][CH:7]=[C:8]([O:11][C:12](=[O:17])[N:13]([CH2:15][CH3:16])[CH3:14])[CH:9]=2)[CH2:4][CH2:3]1)[C:26]#[CH:27]. The yield is 0.700. (2) The reactants are [Br:1][C:2]1[C:3]([N:11]2[CH2:16][CH2:15][N:14]([C:17](=[O:33])[C@H:18]([NH:25]C(=O)OC(C)(C)C)[CH:19]3[CH2:24][CH2:23][CH2:22][CH2:21][CH2:20]3)[CH2:13][CH2:12]2)=[C:4]2[CH:10]=[CH:9][NH:8][C:5]2=[N:6][CH:7]=1.C(O)(C(F)(F)F)=O.C1(N)C(F)=C(F)C(F)=C(N)C=1F.Cl.Cl. The catalyst is C(Cl)Cl. The product is [NH2:25][C@H:18]([CH:19]1[CH2:24][CH2:23][CH2:22][CH2:21][CH2:20]1)[C:17]([N:14]1[CH2:15][CH2:16][N:11]([C:3]2[C:2]([Br:1])=[CH:7][N:6]=[C:5]3[NH:8][CH:9]=[CH:10][C:4]=23)[CH2:12][CH2:13]1)=[O:33]. The yield is 0.620. (3) The reactants are CC1C=C(C)C=C(C)C=1S([O-])(=O)=O.[NH2:14][N+:15]1[CH:20]=[CH:19][C:18]([Br:21])=[CH:17][C:16]=1[NH2:22].[F:23][C:24]1[CH:25]=[C:26]([CH:30]=[CH:31][N:32]=1)[C:27](Cl)=O. No catalyst specified. The product is [Br:21][C:18]1[CH:19]=[CH:20][N:15]2[N:14]=[C:27]([C:26]3[CH:30]=[CH:31][N:32]=[C:24]([F:23])[CH:25]=3)[N:22]=[C:16]2[CH:17]=1. The yield is 0.777. (4) The reactants are [Cl:1][C:2]1[C:3]([F:47])=[C:4]([C@H:8]2[C@H:12]([C:13](=[O:24])[NH:14][CH2:15][CH2:16][C@H:17]3[CH2:21][O:20][C:19]([CH3:23])([CH3:22])[O:18]3)[N:11]([CH2:25][CH2:26]OS(C)(=O)=O)[C@@H:10]([CH2:32][C:33]([CH3:36])([CH3:35])[CH3:34])[C@@:9]2([C:39]2[CH:44]=[CH:43][C:42]([Cl:45])=[CH:41][C:40]=2[F:46])[C:37]#[N:38])[CH:5]=[CH:6][CH:7]=1.C([O-])([O-])=O.[Cs+].[Cs+]. The catalyst is CN(C)C=O. The product is [Cl:1][C:2]1[C:3]([F:47])=[C:4]([CH:8]2[CH:12]3[C:13](=[O:24])[N:14]([CH2:15][CH2:16][C@H:17]4[CH2:21][O:20][C:19]([CH3:22])([CH3:23])[O:18]4)[CH2:26][CH2:25][N:11]3[CH:10]([CH2:32][C:33]([CH3:35])([CH3:34])[CH3:36])[C:9]2([C:39]2[CH:44]=[CH:43][C:42]([Cl:45])=[CH:41][C:40]=2[F:46])[C:37]#[N:38])[CH:5]=[CH:6][CH:7]=1. The yield is 1.00. (5) The reactants are [CH:1]1([CH2:4][CH2:5][N:6]2[C:11](=[O:12])[CH2:10][C:9](=[O:13])[N:8]([C:14]3[CH:19]=[CH:18][C:17]([C:20]4[O:21][CH:22]=[CH:23][CH:24]=4)=[CH:16][CH:15]=3)[C:7]2=[O:25])[CH2:3][CH2:2]1.C(N(C(C)C)CC)(C)C.[N:35]([CH2:38][C:39]([O:41]CC)=[O:40])=[C:36]=[O:37]. The catalyst is ClCCl. The product is [CH:1]1([CH2:4][CH2:5][N:6]2[C:11](=[O:12])[C:10]([C:36]([NH:35][CH2:38][C:39]([OH:41])=[O:40])=[O:37])=[C:9]([OH:13])[N:8]([C:14]3[CH:19]=[CH:18][C:17]([C:20]4[O:21][CH:22]=[CH:23][CH:24]=4)=[CH:16][CH:15]=3)[C:7]2=[O:25])[CH2:3][CH2:2]1. The yield is 0.0700. (6) The reactants are [H-].[Na+].[C:3]([O:11][CH2:12][CH3:13])(=[O:10])[CH2:4][C:5]([O:7][CH2:8][CH3:9])=[O:6].Br[C:15]1[CH:20]=[CH:19][N:18]=[C:17]2[CH:21]=[CH:22][S:23][C:16]=12. The yield is 0.570. The catalyst is O1CCOCC1.[Cu]Br. The product is [CH2:12]([O:11][C:3](=[O:10])[CH:4]([C:15]1[CH:20]=[CH:19][N:18]=[C:17]2[CH:21]=[CH:22][S:23][C:16]=12)[C:5]([O:7][CH2:8][CH3:9])=[O:6])[CH3:13]. (7) The reactants are Br[C:2]1[CH:10]=[CH:9][C:5]([C:6]([OH:8])=[O:7])=[C:4]([CH3:11])[CH:3]=1.[C:12]([O:16][CH3:17])(=[O:15])[CH:13]=[CH2:14].CN(C)[C@H](C(O)=O)C.C(=O)([O-])[O-].[K+].[K+]. The catalyst is CN1C(=O)CCC1.CC([O-])=O.CC([O-])=O.[Pd+2]. The product is [CH3:17][O:16][C:12](=[O:15])/[CH:13]=[CH:14]/[C:2]1[CH:10]=[CH:9][C:5]([C:6]([OH:8])=[O:7])=[C:4]([CH3:11])[CH:3]=1. The yield is 0.770. (8) The reactants are [C:1]([C:3]1[CH:4]=[C:5]([C:13]2[O:17][N:16]=[C:15]([C:18]3[CH:26]=[CH:25][CH:24]=[C:23]4[C:19]=3[CH2:20][CH2:21][C@H:22]4[N:27]([CH2:35][CH2:36][OH:37])[C:28](=O)[O:29]C(C)(C)C)[N:14]=2)[CH:6]=[CH:7][C:8]=1[O:9][CH:10]([CH3:12])[CH3:11])#[N:2].[H-].[Na+]. The catalyst is CN(C=O)C.CC(=O)OCC. The product is [CH:10]([O:9][C:8]1[CH:7]=[CH:6][C:5]([C:13]2[O:17][N:16]=[C:15]([C:18]3[CH:26]=[CH:25][CH:24]=[C:23]4[C:19]=3[CH2:20][CH2:21][C@H:22]4[N:27]3[CH2:35][CH2:36][O:37][C:28]3=[O:29])[N:14]=2)=[CH:4][C:3]=1[C:1]#[N:2])([CH3:12])[CH3:11]. The yield is 0.290. (9) The reactants are Cl[C:2]1[CH:7]=[C:6]([N:8]2[CH:12]=[C:11]([CH3:13])[N:10]=[CH:9]2)[N:5]=[CH:4][N:3]=1.[NH3:14]. The catalyst is C(O)(C)C. The product is [CH3:13][C:11]1[N:10]=[CH:9][N:8]([C:6]2[N:5]=[CH:4][N:3]=[C:2]([NH2:14])[CH:7]=2)[CH:12]=1. The yield is 0.690.